Dataset: Catalyst prediction with 721,799 reactions and 888 catalyst types from USPTO. Task: Predict which catalyst facilitates the given reaction. (1) Reactant: [Cl:1][C:2]1[CH:7]=[CH:6][C:5]([C@@H:8]2[O:14][CH2:13][CH2:12][N:11](C(OC(C)(C)C)=O)[CH2:10][C@H:9]2[CH2:22][NH:23][C:24](=[O:28])[CH2:25][O:26][CH3:27])=[CH:4][C:3]=1[F:29].Cl.C(O)C. Product: [ClH:1].[Cl:1][C:2]1[CH:7]=[CH:6][C:5]([C@@H:8]2[O:14][CH2:13][CH2:12][NH:11][CH2:10][C@H:9]2[CH2:22][NH:23][C:24](=[O:28])[CH2:25][O:26][CH3:27])=[CH:4][C:3]=1[F:29]. The catalyst class is: 8. (2) Reactant: [CH3:1][O:2][C:3]1[CH:4]=[C:5]([CH:8]=[CH:9][C:10]=1[O:11][CH3:12])[CH2:6][NH2:7].Cl[C:14]1[C:23]2[C:18](=[C:19]([C:25]3[CH:26]=[C:27]4[C:32](=[CH:33][CH:34]=3)[N:31]=[C:30]([NH:35][CH3:36])[N:29]=[CH:28]4)[C:20]([CH3:24])=[CH:21][CH:22]=2)[CH:17]=[CH:16][N:15]=1.O. Product: [CH3:1][O:2][C:3]1[CH:4]=[C:5]([CH:8]=[CH:9][C:10]=1[O:11][CH3:12])[CH2:6][NH:7][C:14]1[C:23]2[C:18](=[C:19]([C:25]3[CH:26]=[C:27]4[C:32](=[CH:33][CH:34]=3)[N:31]=[C:30]([NH:35][CH3:36])[N:29]=[CH:28]4)[C:20]([CH3:24])=[CH:21][CH:22]=2)[CH:17]=[CH:16][N:15]=1. The catalyst class is: 37. (3) Reactant: [Br:1]Br.[CH3:3][N:4]1[C:8]([C:9]2[CH:14]=[CH:13][N:12]=[C:11]([NH:15][C:16]3[CH:21]=[CH:20][C:19]([S:22](=[O:29])(=[O:28])[NH:23][CH2:24][CH2:25][O:26][CH3:27])=[CH:18][CH:17]=3)[N:10]=2)=[CH:7][N:6]=[C:5]1[CH3:30]. Product: [Br:1][C:14]1[C:9]([C:8]2[N:4]([CH3:3])[C:5]([CH3:30])=[N:6][CH:7]=2)=[N:10][C:11]([NH:15][C:16]2[CH:17]=[CH:18][C:19]([S:22](=[O:29])(=[O:28])[NH:23][CH2:24][CH2:25][O:26][CH3:27])=[CH:20][CH:21]=2)=[N:12][CH:13]=1. The catalyst class is: 15. (4) Reactant: [Cl:1][C:2]1[N:7]=[CH:6][C:5]2[C:8]([NH2:30])=[N:9][N:10]([C:11]([C:24]3[CH:29]=[CH:28][CH:27]=[CH:26][CH:25]=3)([C:18]3[CH:23]=[CH:22][CH:21]=[CH:20][CH:19]=3)[C:12]3[CH:17]=[CH:16][CH:15]=[CH:14][CH:13]=3)[C:4]=2[CH:3]=1.Cl[C:32]([O:34][CH3:35])=[O:33]. Product: [Cl:1][C:2]1[N:7]=[CH:6][C:5]2[C:8]([NH:30][C:32](=[O:33])[O:34][CH3:35])=[N:9][N:10]([C:11]([C:18]3[CH:23]=[CH:22][CH:21]=[CH:20][CH:19]=3)([C:12]3[CH:13]=[CH:14][CH:15]=[CH:16][CH:17]=3)[C:24]3[CH:25]=[CH:26][CH:27]=[CH:28][CH:29]=3)[C:4]=2[CH:3]=1. The catalyst class is: 202. (5) Reactant: [F:1][CH:2]([F:35])[C:3]1[S:7][C:6]([C:8]([NH:10][C:11]2[N:15]([CH2:16][C@H:17]3[CH2:21][CH2:20][CH2:19][N:18]3[C:22]([O:24][C:25]([CH3:28])([CH3:27])[CH3:26])=[O:23])[C:14]3[CH:29]=[CH:30][C:31]([CH:33]=O)=[CH:32][C:13]=3[N:12]=2)=[O:9])=[CH:5][CH:4]=1.[CH3:36][CH:37]1[O:42][CH:41]([CH3:43])[CH2:40][NH:39][CH2:38]1.[BH3-]C#N.[Na+]. Product: [F:1][CH:2]([F:35])[C:3]1[S:7][C:6]([C:8]([NH:10][C:11]2[N:15]([CH2:16][C@H:17]3[CH2:21][CH2:20][CH2:19][N:18]3[C:22]([O:24][C:25]([CH3:26])([CH3:28])[CH3:27])=[O:23])[C:14]3[CH:29]=[CH:30][C:31]([CH2:33][N:39]4[CH2:38][CH:37]([CH3:36])[O:42][CH:41]([CH3:43])[CH2:40]4)=[CH:32][C:13]=3[N:12]=2)=[O:9])=[CH:5][CH:4]=1. The catalyst class is: 2. (6) Reactant: [ClH:1].C(O[C:5](=[NH:16])[C:6]1[CH:11]=[CH:10][C:9]([NH2:12])=[C:8]([N+:13]([O-:15])=[O:14])[CH:7]=1)C.[NH3:17]. The catalyst class is: 8. Product: [ClH:1].[NH2:12][C:9]1[CH:10]=[CH:11][C:6]([C:5]([NH2:16])=[NH:17])=[CH:7][C:8]=1[N+:13]([O-:15])=[O:14].